This data is from Forward reaction prediction with 1.9M reactions from USPTO patents (1976-2016). The task is: Predict the product of the given reaction. (1) Given the reactants C[O:2][C:3](=O)[CH:4]([CH:12]([N:19]1[C:27]2[C:22](=[CH:23][CH:24]=[CH:25][C:26]=2[O:28][CH3:29])[CH:21]=[CH:20]1)[C:13]1[CH:14]=[N:15][CH:16]=[CH:17][CH:18]=1)C(OC(C)(C)C)=O.C1(C)C=CC(S(O)(=O)=O)=CC=1, predict the reaction product. The product is: [CH3:29][O:28][C:26]1[CH:25]=[CH:24][CH:23]=[C:22]2[C:27]=1[N:19]([CH:12]([C:13]1[CH:14]=[N:15][CH:16]=[CH:17][CH:18]=1)[CH2:4][CH2:3][OH:2])[CH:20]=[CH:21]2. (2) The product is: [NH2:12][C:13]1[CH:14]=[C:15]([CH:19]=[CH:20][C:21]=1[Br:22])[C:16]([NH:37][CH2:36][C:31]1[CH:32]=[CH:33][CH:34]=[CH:35][C:30]=1[N:27]1[CH2:26][CH2:25][N:24]([CH3:23])[CH2:29][CH2:28]1)=[O:18]. Given the reactants CN(C)CCN=C=NCCC.[NH2:12][C:13]1[CH:14]=[C:15]([CH:19]=[CH:20][C:21]=1[Br:22])[C:16]([OH:18])=O.[CH3:23][N:24]1[CH2:29][CH2:28][N:27]([C:30]2[CH:35]=[CH:34][CH:33]=[CH:32][C:31]=2[CH2:36][NH2:37])[CH2:26][CH2:25]1.C1C=CC2N(O)N=NC=2C=1, predict the reaction product. (3) Given the reactants [NH:1]1[CH2:5][CH2:4][CH:3]([CH:6]=CC2C=CC(OC)=C(OC)C=2)[NH:2]1.[C:18](Cl)(=[O:25])[C:19]1[CH:24]=[CH:23][CH:22]=[CH:21][CH:20]=1.C(=O)([O-])[O-].[Na+].[Na+], predict the reaction product. The product is: [C:19]1([C:18]([N:1]2[CH2:5][CH2:4][CH:3]([NH2:2])[CH2:6]2)=[O:25])[CH:24]=[CH:23][CH:22]=[CH:21][CH:20]=1. (4) Given the reactants [CH:1]1([C:4]#[C:5][C:6]2[CH:16]=[CH:15][C:9]([C:10]([O:12]CC)=[O:11])=[CH:8][C:7]=2[O:17][CH2:18][CH:19]2[CH2:21][CH2:20]2)[CH2:3][CH2:2]1.[Li+].[OH-].CO, predict the reaction product. The product is: [CH:1]1([C:4]#[C:5][C:6]2[CH:16]=[CH:15][C:9]([C:10]([OH:12])=[O:11])=[CH:8][C:7]=2[O:17][CH2:18][CH:19]2[CH2:21][CH2:20]2)[CH2:2][CH2:3]1. (5) The product is: [CH2:25]([O:24][C:22](=[O:23])[O:8][C:5]1[N:4]=[C:3]([N:9]=[CH:10][N:11]([CH3:13])[CH3:12])[C:2]([F:1])=[CH:7][N:6]=1)[CH3:26]. Given the reactants [F:1][C:2]1[C:3]([N:9]=[CH:10][N:11]([CH3:13])[CH3:12])=[N:4][C:5]([OH:8])=[N:6][CH:7]=1.C(N(CC)CC)C.Cl[C:22]([O:24][CH2:25][CH3:26])=[O:23], predict the reaction product.